Predict the reactants needed to synthesize the given product. From a dataset of Full USPTO retrosynthesis dataset with 1.9M reactions from patents (1976-2016). (1) Given the product [Br:1][C:2]1[CH:3]=[C:4]([C:13]2[N:17]([C:18]3[CH:19]=[N:20][CH:21]=[C:22]([F:24])[CH:23]=3)[N:16]=[C:15]([C:25]([N:49]3[CH2:53][C:52](=[O:54])[NH:51][CH2:50]3)=[O:27])[CH:14]=2)[CH:5]=[C:6]([O:8][C:9]([F:10])([F:12])[F:11])[CH:7]=1, predict the reactants needed to synthesize it. The reactants are: [Br:1][C:2]1[CH:3]=[C:4]([C:13]2[N:17]([C:18]3[CH:19]=[N:20][CH:21]=[C:22]([F:24])[CH:23]=3)[N:16]=[C:15]([C:25]([OH:27])=O)[CH:14]=2)[CH:5]=[C:6]([O:8][C:9]([F:12])([F:11])[F:10])[CH:7]=1.ClC1C=C(C2N(C3C=CC=CN=3)N=C(C([N:49]3[CH2:53][C:52](=[O:54])[NH:51][CH2:50]3)=O)C=2)C=C(F)C=1.Cl.N1C=CNC1=O. (2) Given the product [CH:35]1[C:47]2[CH:46]([O:48][C:49](=[O:59])[N:50]([CH3:58])[C@H:51]([CH:55]([CH3:57])[CH3:56])[C:52]([N:28]([CH:8]3[CH2:7][C@@H:6]4[C@@:11]([CH3:27])([C@@H:12]5[C@@H:3]([CH2:4][CH2:5]4)[C@:2]4([OH:1])[C@@:15]([CH3:26])([C@@H:16]([C:19]6[CH:20]=[CH:21][C:22](=[O:25])[O:23][CH:24]=6)[CH2:17][CH2:18]4)[CH2:14][CH2:13]5)[CH2:10][CH2:9]3)[CH3:29])=[O:53])[C:45]3[C:40](=[CH:41][CH:42]=[CH:43][CH:44]=3)[C:39]=2[CH:38]=[CH:37][CH:36]=1, predict the reactants needed to synthesize it. The reactants are: [OH:1][C@:2]12[CH2:18][CH2:17][C@H:16]([C:19]3[CH:20]=[CH:21][C:22](=[O:25])[O:23][CH:24]=3)[C@@:15]1([CH3:26])[CH2:14][CH2:13][C@H:12]1[C@H:3]2[CH2:4][CH2:5][C@H:6]2[C@:11]1([CH3:27])[CH2:10][CH2:9][CH:8]([NH:28][CH3:29])[CH2:7]2.C([O-])(O)=O.[Na+].[CH:35]1[C:47]2[CH:46]([O:48][C:49](=[O:59])[N:50]([CH3:58])[C@@H:51]([CH:55]([CH3:57])[CH3:56])[C:52](Cl)=[O:53])[C:45]3[C:40](=[CH:41][CH:42]=[CH:43][CH:44]=3)[C:39]=2[CH:38]=[CH:37][CH:36]=1. (3) Given the product [N+:1]([C:4]1[CH:12]=[C:11]([S:13]([CH3:16])(=[O:15])=[O:14])[CH:10]=[CH:9][C:5]=1[C:6]([O:8][C:29]1[CH:30]=[CH:31][C:26]([N+:23]([O-:25])=[O:24])=[CH:27][CH:28]=1)=[O:7])([O-:3])=[O:2], predict the reactants needed to synthesize it. The reactants are: [N+:1]([C:4]1[CH:12]=[C:11]([S:13]([CH3:16])(=[O:15])=[O:14])[CH:10]=[CH:9][C:5]=1[C:6]([OH:8])=[O:7])([O-:3])=[O:2].C(Cl)(=O)C(Cl)=O.[N+:23]([C:26]1[CH:31]=[CH:30][C:29](O)=[CH:28][CH:27]=1)([O-:25])=[O:24].C(N(CC)CC)C.